From a dataset of Catalyst prediction with 721,799 reactions and 888 catalyst types from USPTO. Predict which catalyst facilitates the given reaction. (1) Reactant: [O:1]=[C:2]1[CH:7]([C:8]([O:10][CH2:11][CH3:12])=[O:9])[CH2:6][CH2:5][CH2:4][NH:3]1.S(Cl)([Cl:16])(=O)=O.C(=O)([O-])O.[Na+]. Product: [Cl:16][C:7]1([C:8]([O:10][CH2:11][CH3:12])=[O:9])[CH2:6][CH2:5][CH2:4][NH:3][C:2]1=[O:1]. The catalyst class is: 1. (2) Reactant: [Mg].[F:2][C:3]1[C:8]([F:9])=[CH:7][CH:6]=[CH:5][C:4]=1Br.[CH2:11]([C@H:14]1[CH2:19][CH2:18][C@H:17]([C@H:20]2[CH2:25][CH2:24][C@H:23]([CH2:26][CH2:27][CH2:28][CH:29]=O)[CH2:22][CH2:21]2)[CH2:16][CH2:15]1)[CH2:12][CH3:13].[Cl-].[NH4+]. Product: [F:9][C:8]1[C:3]([F:2])=[C:4]([CH:29]=[CH:28][CH2:27][CH2:26][C@H:23]2[CH2:24][CH2:25][C@H:20]([C@H:17]3[CH2:16][CH2:15][C@H:14]([CH2:11][CH2:12][CH3:13])[CH2:19][CH2:18]3)[CH2:21][CH2:22]2)[CH:5]=[CH:6][CH:7]=1. The catalyst class is: 1. (3) Reactant: Cl.[NH2:2][C:3]1[C:4]2[C:14]([O:15][CH2:16][C@H:17]3[CH2:22][CH2:21][CH2:20][NH:19][CH2:18]3)=[CH:13][CH:12]=[CH:11][C:5]=2[NH:6][S:7](=[O:10])(=[O:9])[N:8]=1.C(N(CC)CC)C.[CH:30]1([CH2:33][C:34](O)=[O:35])[CH2:32][CH2:31]1.C1C=CC2N(O)N=NC=2C=1.CCN=C=NCCCN(C)C.Cl. Product: [NH2:2][C:3]1[C:4]2[C:14]([O:15][CH2:16][C@H:17]3[CH2:22][CH2:21][CH2:20][N:19]([C:34](=[O:35])[CH2:33][CH:30]4[CH2:32][CH2:31]4)[CH2:18]3)=[CH:13][CH:12]=[CH:11][C:5]=2[NH:6][S:7](=[O:9])(=[O:10])[N:8]=1. The catalyst class is: 192.